From a dataset of Catalyst prediction with 721,799 reactions and 888 catalyst types from USPTO. Predict which catalyst facilitates the given reaction. (1) Reactant: [F:1][C:2]1[CH:7]=[CH:6][C:5]([N:8]2[C:12]([C:13]3[CH:18]=[CH:17][CH:16]=[C:15]([CH2:19][O:20][C@H:21]([CH3:26])[C:22]([F:25])([F:24])[F:23])[CH:14]=3)=[CH:11][C:10]([NH2:27])=[N:9]2)=[CH:4][CH:3]=1.[O:28]=[C:29]1[NH:33][CH2:32][C@@H:31]([C:34](O)=[O:35])[CH2:30]1.CCN=C=NCCCN(C)C.Cl.O. Product: [F:1][C:2]1[CH:7]=[CH:6][C:5]([N:8]2[C:12]([C:13]3[CH:18]=[CH:17][CH:16]=[C:15]([CH2:19][O:20][C@H:21]([CH3:26])[C:22]([F:24])([F:23])[F:25])[CH:14]=3)=[CH:11][C:10]([NH:27][C:34]([C@H:31]3[CH2:30][C:29](=[O:28])[NH:33][CH2:32]3)=[O:35])=[N:9]2)=[CH:4][CH:3]=1. The catalyst class is: 80. (2) Reactant: Cl[CH2:2][C:3]1[N:14]([C@H:15]2[CH2:20][CH2:19][C@H:18]([CH2:21][C:22]#[N:23])[CH2:17][CH2:16]2)[C:6]2=[C:7]3[S:13][CH:12]=[CH:11][C:8]3=[N:9][CH:10]=[C:5]2[N:4]=1.[CH3:24][S:25]([NH:28][C:29](=[O:35])[O:30][C:31]([CH3:34])([CH3:33])[CH3:32])(=[O:27])=[O:26].C(=O)([O-])[O-].[K+].[K+]. Product: [C:22]([CH2:21][C@H:18]1[CH2:19][CH2:20][C@H:15]([N:14]2[C:6]3=[C:7]4[S:13][CH:12]=[CH:11][C:8]4=[N:9][CH:10]=[C:5]3[N:4]=[C:3]2[CH2:2][N:28]([S:25]([CH3:24])(=[O:26])=[O:27])[C:29](=[O:35])[O:30][C:31]([CH3:34])([CH3:33])[CH3:32])[CH2:16][CH2:17]1)#[N:23]. The catalyst class is: 35. (3) Reactant: [N:1]1[CH:6]=[CH:5][C:4]([C:7]2[CH:15]=[C:14]3[C:10]([CH2:11][CH2:12][N:13]3C(OC(C)(C)C)=O)=[CH:9][CH:8]=2)=[CH:3][CH:2]=1.[C:23]([OH:29])([C:25]([F:28])([F:27])[F:26])=[O:24]. Product: [OH:29][C:23]([C:25]([F:28])([F:27])[F:26])=[O:24].[N:1]1[CH:6]=[CH:5][C:4]([C:7]2[CH:15]=[C:14]3[C:10]([CH2:11][CH2:12][NH:13]3)=[CH:9][CH:8]=2)=[CH:3][CH:2]=1. The catalyst class is: 2. (4) Reactant: Br[C:2]1[C:3]([NH:14][C:15]2[C:24]3[C:19](=[CH:20][C:21]([F:26])=[CH:22][C:23]=3[F:25])[N:18]=[C:17]([C:27]3[CH:32]=[CH:31][CH:30]=[CH:29][N:28]=3)[C:16]=2[CH3:33])=[CH:4][C:5]([N:8]2[CH2:13][CH2:12][O:11][CH2:10][CH2:9]2)=[N:6][CH:7]=1.[N:34]1[CH:39]=[CH:38][CH:37]=[C:36](B(O)O)[CH:35]=1.C1(P(C2CCCCC2)C2CCCCC2)CCCCC1.[O-]P([O-])([O-])=O.[K+].[K+].[K+]. Product: [F:25][C:23]1[CH:22]=[C:21]([F:26])[CH:20]=[C:19]2[C:24]=1[C:15]([NH:14][C:3]1[CH:4]=[C:5]([N:8]3[CH2:13][CH2:12][O:11][CH2:10][CH2:9]3)[N:6]=[CH:7][C:2]=1[C:36]1[CH:35]=[N:34][CH:39]=[CH:38][CH:37]=1)=[C:16]([CH3:33])[C:17]([C:27]1[CH:32]=[CH:31][CH:30]=[CH:29][N:28]=1)=[N:18]2. The catalyst class is: 552. (5) Reactant: [CH:1]([Si:4]([CH:16]([CH3:18])[CH3:17])([CH:13]([CH3:15])[CH3:14])[O:5][C:6]([C:8]1[O:9][CH:10]=[CH:11][CH:12]=1)=[CH2:7])([CH3:3])[CH3:2].C1C(=O)N([Cl:26])C(=O)C1.CCOCC. Product: [CH:16]([Si:4]([CH:1]([CH3:2])[CH3:3])([CH:13]([CH3:15])[CH3:14])[O:5][C:6]([C:8]1[O:9][CH:10]=[CH:11][CH:12]=1)=[CH:7][Cl:26])([CH3:18])[CH3:17]. The catalyst class is: 1. (6) Reactant: [NH2:1][C:2]1[C:3]([Cl:11])=[N:4][CH:5]=[CH:6][C:7]=1[C:8](=[O:10])[CH3:9].[BH4-].[Na+]. Product: [NH2:1][C:2]1[C:3]([Cl:11])=[N:4][CH:5]=[CH:6][C:7]=1[CH:8]([OH:10])[CH3:9]. The catalyst class is: 5.